The task is: Predict the product of the given reaction.. This data is from Forward reaction prediction with 1.9M reactions from USPTO patents (1976-2016). (1) Given the reactants [NH2:1][C:2]1[CH:3]=[C:4]2[C:8](=[CH:9][C:10]=1[NH2:11])[C:7](=[O:12])[NH:6][C:5]2=[O:13].[Cl:14][C:15]1[C:20]([CH:21]=O)=[C:19]([O:23][CH3:24])[N:18]=[CH:17][CH:16]=1, predict the reaction product. The product is: [Cl:14][C:15]1[CH:16]=[CH:17][N:18]=[C:19]([O:23][CH3:24])[C:20]=1[C:21]1[NH:11][C:10]2=[CH:9][C:8]3[C:7](=[O:12])[NH:6][C:5](=[O:13])[C:4]=3[CH:3]=[C:2]2[N:1]=1. (2) Given the reactants [Cl:1][C:2]1[CH:7]=[C:6]([O:8][CH3:9])[C:5]([F:10])=[CH:4][C:3]=1[N+:11]([O-])=O.Cl, predict the reaction product. The product is: [Cl:1][C:2]1[CH:7]=[C:6]([O:8][CH3:9])[C:5]([F:10])=[CH:4][C:3]=1[NH2:11]. (3) The product is: [C:23]([O:22][C:20]([N:8]([CH2:7][C:6]1[CH:17]=[CH:18][C:3]([C:1]#[N:2])=[CH:4][C:5]=1[F:19])[CH2:9][C:10]([O:12][C:13]([CH3:15])([CH3:14])[CH3:16])=[O:11])=[O:21])([CH3:26])([CH3:25])[CH3:24]. Given the reactants [C:1]([C:3]1[CH:18]=[CH:17][C:6]([CH2:7][NH:8][CH2:9][C:10]([O:12][C:13]([CH3:16])([CH3:15])[CH3:14])=[O:11])=[C:5]([F:19])[CH:4]=1)#[N:2].[C:20](O[C:20]([O:22][C:23]([CH3:26])([CH3:25])[CH3:24])=[O:21])([O:22][C:23]([CH3:26])([CH3:25])[CH3:24])=[O:21].C(N(C(C)C)C(C)C)C, predict the reaction product. (4) Given the reactants [Br:1][C:2]1[CH:7]=[CH:6][C:5]([OH:8])=[CH:4][C:3]=1[O:9][CH3:10].C(=O)([O-])[O-].[K+].[K+].[CH2:17](Br)[C:18]1[CH:23]=[CH:22][CH:21]=[CH:20][CH:19]=1, predict the reaction product. The product is: [CH2:17]([O:8][C:5]1[CH:6]=[CH:7][C:2]([Br:1])=[C:3]([O:9][CH3:10])[CH:4]=1)[C:18]1[CH:23]=[CH:22][CH:21]=[CH:20][CH:19]=1. (5) Given the reactants [NH2:1][N:2]1[N:11]=[C:10]([S:12]([C:15]2[CH:20]=[CH:19][CH:18]=[CH:17][CH:16]=2)(=[O:14])=[O:13])[C:9]2[C:4](=[CH:5][CH:6]=[CH:7][CH:8]=2)[C:3]1=[O:21].[CH3:22][O:23][C:24]1[CH:25]=[C:26]([CH2:30][C:31](O)=[O:32])[CH:27]=[CH:28][CH:29]=1, predict the reaction product. The product is: [CH3:22][O:23][C:24]1[CH:25]=[C:26]([CH2:30][C:31]([NH:1][N:2]2[N:11]=[C:10]([S:12]([C:15]3[CH:16]=[CH:17][CH:18]=[CH:19][CH:20]=3)(=[O:14])=[O:13])[C:9]3[C:4](=[CH:5][CH:6]=[CH:7][CH:8]=3)[C:3]2=[O:21])=[O:32])[CH:27]=[CH:28][CH:29]=1.